This data is from Full USPTO retrosynthesis dataset with 1.9M reactions from patents (1976-2016). The task is: Predict the reactants needed to synthesize the given product. (1) Given the product [Cl:8][C:6]1[N:5]=[CH:4][N:3]=[C:2]([NH:9][C:10]2[CH:11]=[N:12][N:13]([CH3:19])[C:14]=2[C:15]([O:17][CH3:18])=[O:16])[N:7]=1, predict the reactants needed to synthesize it. The reactants are: Cl[C:2]1[N:7]=[C:6]([Cl:8])[N:5]=[CH:4][N:3]=1.[NH2:9][C:10]1[CH:11]=[N:12][N:13]([CH3:19])[C:14]=1[C:15]([O:17][CH3:18])=[O:16].C(N(CC)C(C)C)(C)C. (2) Given the product [Br:11][C:12]1[CH:17]=[C:16]([CH2:18][N:7]2[CH2:8][CH2:1][CH2:2][CH2:3][S:4]2(=[O:6])=[O:5])[CH:15]=[N:14][CH:13]=1, predict the reactants needed to synthesize it. The reactants are: [CH2:1]1[CH2:8][NH:7][S:4](=[O:6])(=[O:5])[CH2:3][CH2:2]1.[H-].[Na+].[Br:11][C:12]1[CH:13]=[N:14][CH:15]=[C:16]([CH2:18]Br)[CH:17]=1. (3) Given the product [C:1]([O:5][C:6]([NH:7][C:8]1[CH:9]=[CH:10][C:11]([CH2:14][CH2:15][C:16]2[N:17]=[C:18]([NH:32][C:35](=[O:36])[O:37][CH2:38][CH3:39])[S:19][C:20]=2[CH2:21][C:22]2[CH:23]=[CH:24][C:25]([S:28]([CH3:31])(=[O:30])=[O:29])=[CH:26][CH:27]=2)=[CH:12][CH:13]=1)=[O:33])([CH3:4])([CH3:2])[CH3:3], predict the reactants needed to synthesize it. The reactants are: [C:1]([O:5][C:6](=[O:33])[NH:7][C:8]1[CH:13]=[CH:12][C:11]([CH2:14][CH2:15][C:16]2[N:17]=[C:18]([NH2:32])[S:19][C:20]=2[CH2:21][C:22]2[CH:27]=[CH:26][C:25]([S:28]([CH3:31])(=[O:30])=[O:29])=[CH:24][CH:23]=2)=[CH:10][CH:9]=1)([CH3:4])([CH3:3])[CH3:2].Cl[C:35]([O:37][CH2:38][CH3:39])=[O:36]. (4) Given the product [CH3:14][O:13][C:8]1[CH:9]=[C:10]([C:11]#[N:12])[C:5]2[O:4][C:3]([C:15]3[CH:20]=[CH:19][C:18]([O:21][CH3:22])=[CH:17][CH:16]=3)=[C:2]([C:29]3[CH:34]=[CH:33][CH:32]=[CH:31][CH:30]=3)[C:6]=2[CH:7]=1, predict the reactants needed to synthesize it. The reactants are: I[C:2]1[C:6]2[CH:7]=[C:8]([O:13][CH3:14])[CH:9]=[C:10]([C:11]#[N:12])[C:5]=2[O:4][C:3]=1[C:15]1[CH:20]=[CH:19][C:18]([O:21][CH3:22])=[CH:17][CH:16]=1.C(=O)([O-])[O-].[K+].[K+].[C:29]1(B(O)O)[CH:34]=[CH:33][CH:32]=[CH:31][CH:30]=1.C1(C)C=CC=CC=1. (5) The reactants are: [CH2:1]([O:8][C:9]([NH:11][CH2:12][CH2:13][C:14]([OH:16])=O)=[O:10])[C:2]1[CH:7]=[CH:6][CH:5]=[CH:4][CH:3]=1.ON1C2C=CC=CC=2N=N1.C(N(CC)CC)C.[NH2:34][CH2:35][CH:36]([OH:39])[CH2:37][CH3:38]. Given the product [CH2:1]([O:8][C:9](=[O:10])[NH:11][CH2:12][CH2:13][C:14](=[O:16])[NH:34][CH2:35][CH:36]([OH:39])[CH2:37][CH3:38])[C:2]1[CH:3]=[CH:4][CH:5]=[CH:6][CH:7]=1, predict the reactants needed to synthesize it. (6) The reactants are: [CH3:1][NH:2][CH2:3][C:4]1[N:5]([CH3:13])[C:6]2[C:11]([CH:12]=1)=[CH:10][CH:9]=[CH:8][CH:7]=2.CNCC1C=CC2C(=CC=CC=2)C=1CCC.[NH2:30][C:31]1[N:36]=[CH:35][C:34](/[CH:37]=[CH:38]/[C:39]([OH:41])=O)=[CH:33][C:32]=1[CH2:42][CH2:43][C:44]([OH:46])=O.Cl.[CH3:48][N:49]1[CH2:55][C:54]2[CH:56]=[C:57](/[CH:60]=[CH:61]/[C:62](O)=O)C=N[C:53]=2[NH:52][C:51](=O)[CH2:50]1. Given the product [NH2:30][C:31]1[N:36]=[CH:35][C:34](/[CH:37]=[CH:38]/[C:39]([N:2]([CH3:1])[CH2:3][C:4]2[N:5]([CH3:13])[C:6]3[C:11]([CH:12]=2)=[CH:10][CH:9]=[CH:8][CH:7]=3)=[O:41])=[CH:33][C:32]=1[CH2:42][CH2:43][C:44](=[O:46])[N:52]([CH3:53])[CH2:51][C:50]1[N:49]([CH3:48])[C:55]2[C:61]([CH:62]=1)=[CH:60][CH:57]=[CH:56][CH:54]=2, predict the reactants needed to synthesize it. (7) Given the product [CH2:24]([O:23][C:22]1[CH:21]=[C:4]2[C:9](=[CH:10][CH:11]=1)[NH:8][C:1]([CH3:2])=[CH:3]2)[CH3:20], predict the reactants needed to synthesize it. The reactants are: [CH:1]([Li])([CH2:3][CH3:4])[CH3:2].CO[N-:8][C:9](=O)[CH2:10][CH3:11].C(O)(C(F)(F)F)=O.[CH2:20]1[CH2:24][O:23][CH2:22][CH2:21]1. (8) The reactants are: [NH:1]1[C:9]2[C:4](=[CH:5][C:6]([C:10]([C:14]3[CH:19]=[CH:18][CH:17]=[CH:16][CH:15]=3)=[CH:11][C:12]#[N:13])=[CH:7][CH:8]=2)[CH:3]=[CH:2]1.[BH4-].[Na+]. Given the product [NH:1]1[C:2]2[C:7](=[C:6]([CH:10]([C:14]3[CH:15]=[CH:16][CH:17]=[CH:18][CH:19]=3)[CH2:11][C:12]#[N:13])[CH:5]=[CH:4][CH:3]=2)[CH:8]=[CH:9]1, predict the reactants needed to synthesize it. (9) Given the product [CH3:22][O:10][C:9](=[O:11])[CH2:8][C:5]1[CH:4]=[CH:3][C:2]([O:1][C:13]2[CH:14]=[CH:15][C:16]([CH:20]=[O:21])=[C:17]([CH3:19])[N:18]=2)=[CH:7][CH:6]=1, predict the reactants needed to synthesize it. The reactants are: [OH:1][C:2]1[CH:7]=[CH:6][C:5]([CH2:8][C:9]([O-:11])=[O:10])=[CH:4][CH:3]=1.Cl[C:13]1[N:18]=[C:17]([CH3:19])[C:16]([CH:20]=[O:21])=[CH:15][CH:14]=1.[C:22]([O-])([O-])=O.[K+].[K+]. (10) The reactants are: [CH3:1][O:2][C:3]1[C:4]([CH3:12])=[C:5]2[C:9](=[CH:10][CH:11]=1)[NH:8][CH:7]=[CH:6]2.[C:13](Cl)(=[O:17])[C:14](Cl)=[O:15].[NH2:19][CH2:20][CH:21]1[CH2:23][CH2:22]1. Given the product [CH:21]1([CH2:20][NH:19][C:13](=[O:17])[C:14]([C:6]2[C:5]3[C:9](=[CH:10][CH:11]=[C:3]([O:2][CH3:1])[C:4]=3[CH3:12])[NH:8][CH:7]=2)=[O:15])[CH2:23][CH2:22]1, predict the reactants needed to synthesize it.